Dataset: Full USPTO retrosynthesis dataset with 1.9M reactions from patents (1976-2016). Task: Predict the reactants needed to synthesize the given product. Given the product [CH2:45]([O:47][C:6](=[O:5])/[CH:7]=[CH:8]/[CH:9]=[CH:11]/[CH:23]1[CH2:24][CH2:25][N:26]([S:29]([C:32]2([C:38]([O:40][C:41]([CH3:42])([CH3:43])[CH3:44])=[O:39])[CH2:33][CH2:34][O:35][CH2:36][CH2:37]2)(=[O:31])=[O:30])[CH2:27][CH2:28]1)[CH3:46], predict the reactants needed to synthesize it. The reactants are: P(=O)([O:5][CH2:6][CH:7]=[CH:8][CH3:9])OCC.[CH3:11][Si](C)(C)[N-][Si](C)(C)C.[Li+].C([CH:23]1[CH2:28][CH2:27][N:26]([S:29]([C:32]2([C:38]([O:40][C:41]([CH3:44])([CH3:43])[CH3:42])=[O:39])[CH2:37][CH2:36][O:35][CH2:34][CH2:33]2)(=[O:31])=[O:30])[CH2:25][CH2:24]1)=O.[CH2:45]([O:47]CC)[CH3:46].